From a dataset of CYP2C9 inhibition data for predicting drug metabolism from PubChem BioAssay. Regression/Classification. Given a drug SMILES string, predict its absorption, distribution, metabolism, or excretion properties. Task type varies by dataset: regression for continuous measurements (e.g., permeability, clearance, half-life) or binary classification for categorical outcomes (e.g., BBB penetration, CYP inhibition). Dataset: cyp2c9_veith. The molecule is O=C(O)Cc1cc(Cl)ccc1O. The result is 0 (non-inhibitor).